This data is from Full USPTO retrosynthesis dataset with 1.9M reactions from patents (1976-2016). The task is: Predict the reactants needed to synthesize the given product. Given the product [Cl:1][C:2]1[C:3]([O:12][C:13]2[CH:18]=[CH:17][C:16]([NH2:19])=[CH:15][C:14]=2[F:22])=[N:4][CH:5]=[C:6]([C:8]([F:10])([F:9])[F:11])[CH:7]=1, predict the reactants needed to synthesize it. The reactants are: [Cl:1][C:2]1[C:3]([O:12][C:13]2[CH:18]=[CH:17][C:16]([N+:19]([O-])=O)=[CH:15][C:14]=2[F:22])=[N:4][CH:5]=[C:6]([C:8]([F:11])([F:10])[F:9])[CH:7]=1.